This data is from Forward reaction prediction with 1.9M reactions from USPTO patents (1976-2016). The task is: Predict the product of the given reaction. (1) Given the reactants Br[C:2]1[N:3]=[C:4]2[C:10]([C:11]([NH:13][C:14]([CH3:17])([CH3:16])[CH3:15])=[O:12])=[CH:9][N:8]([CH2:18][O:19][CH2:20][CH2:21][Si:22]([CH3:25])([CH3:24])[CH3:23])[C:5]2=[N:6][CH:7]=1.[NH2:26][C:27]1[CH:28]=[C:29]([CH:33]([OH:35])[CH3:34])[CH:30]=[CH:31][CH:32]=1.CC1(C)C2C(=C(P(C3C=CC=CC=3)C3C=CC=CC=3)C=CC=2)OC2C(P(C3C=CC=CC=3)C3C=CC=CC=3)=CC=CC1=2.C(=O)([O-])[O-].[Cs+].[Cs+], predict the reaction product. The product is: [C:14]([NH:13][C:11]([C:10]1[C:4]2[C:5](=[N:6][CH:7]=[C:2]([NH:26][C:27]3[CH:32]=[CH:31][CH:30]=[C:29]([CH:33]([OH:35])[CH3:34])[CH:28]=3)[N:3]=2)[N:8]([CH2:18][O:19][CH2:20][CH2:21][Si:22]([CH3:25])([CH3:24])[CH3:23])[CH:9]=1)=[O:12])([CH3:17])([CH3:16])[CH3:15]. (2) Given the reactants I[C:2]1[C:7]([O:8][CH:9]([CH3:11])[CH3:10])=[CH:6][N:5]([CH:12]([CH3:29])[C:13]([NH:15][C:16]2[CH:28]=[CH:27][C:19]([C:20]([O:22][C:23]([CH3:26])([CH3:25])[CH3:24])=[O:21])=[CH:18][CH:17]=2)=[O:14])[C:4](=[O:30])[CH:3]=1.BrBr.[Cl:33][C:34]1[CH:35]=[CH:36][C:37]([C:43]#[N:44])=[C:38](B(O)O)[CH:39]=1, predict the reaction product. The product is: [Cl:33][C:34]1[CH:39]=[CH:38][C:37]([C:43]#[N:44])=[C:36]([C:2]2[C:7]([O:8][CH:9]([CH3:10])[CH3:11])=[CH:6][N:5]([CH:12]([CH3:29])[C:13]([NH:15][C:16]3[CH:17]=[CH:18][C:19]([C:20]([O:22][C:23]([CH3:26])([CH3:24])[CH3:25])=[O:21])=[CH:27][CH:28]=3)=[O:14])[C:4](=[O:30])[CH:3]=2)[CH:35]=1. (3) Given the reactants [Cl-].[CH3:2][O:3]C[P+](C1C=CC=CC=1)(C1C=CC=CC=1)C1C=CC=CC=1.C[Si](C)(C)[N-][Si](C)(C)C.[K+].[CH3:34][O:35][C:36]1[CH:41]=[CH:40][C:39]([CH:42]2[CH2:47][CH2:46][C:45](=O)[CH2:44][CH2:43]2)=[CH:38][CH:37]=1.Cl, predict the reaction product. The product is: [CH3:34][O:35][C:36]1[CH:41]=[CH:40][C:39]([C@H:42]2[CH2:47][CH2:46][C@H:45]([CH:2]=[O:3])[CH2:44][CH2:43]2)=[CH:38][CH:37]=1. (4) Given the reactants [CH2:1]([NH2:4])[C:2]#[CH:3].C(N(CC)CC)C.[C:12](O[C:12]([O:14][C:15]([CH3:18])([CH3:17])[CH3:16])=[O:13])([O:14][C:15]([CH3:18])([CH3:17])[CH3:16])=[O:13], predict the reaction product. The product is: [C:15]([O:14][C:12]([NH:4][CH2:1][C:2]#[CH:3])=[O:13])([CH3:18])([CH3:17])[CH3:16]. (5) Given the reactants [N+:1]([C:4]1[CH:5]=[C:6]([CH:9]=[CH:10][C:11]=1[C:12]([F:15])([F:14])[F:13])[CH2:7][NH2:8])([O-:3])=[O:2].[C:16]([O:20][C:21](O[C:21]([O:20][C:16]([CH3:19])([CH3:18])[CH3:17])=[O:22])=[O:22])([CH3:19])([CH3:18])[CH3:17], predict the reaction product. The product is: [C:16]([O:20][C:21](=[O:22])[NH:8][CH2:7][C:6]1[CH:9]=[CH:10][C:11]([C:12]([F:13])([F:14])[F:15])=[C:4]([N+:1]([O-:3])=[O:2])[CH:5]=1)([CH3:19])([CH3:18])[CH3:17].